Dataset: Peptide-MHC class I binding affinity with 185,985 pairs from IEDB/IMGT. Task: Regression. Given a peptide amino acid sequence and an MHC pseudo amino acid sequence, predict their binding affinity value. This is MHC class I binding data. (1) The peptide sequence is GVVREFLTR. The MHC is HLA-A11:01 with pseudo-sequence HLA-A11:01. The binding affinity (normalized) is 0.422. (2) The peptide sequence is KLDFIRNTK. The MHC is HLA-B48:01 with pseudo-sequence HLA-B48:01. The binding affinity (normalized) is 0.0847. (3) The peptide sequence is PTIEDDKIVT. The MHC is HLA-A02:06 with pseudo-sequence HLA-A02:06. The binding affinity (normalized) is 0. (4) The peptide sequence is SLLERGQQLGV. The MHC is HLA-A11:01 with pseudo-sequence HLA-A11:01. The binding affinity (normalized) is 0.0847. (5) The peptide sequence is RTPQDNQLIY. The MHC is HLA-A30:02 with pseudo-sequence HLA-A30:02. The binding affinity (normalized) is 0.511. (6) The peptide sequence is LQDIVNEHDI. The MHC is HLA-A02:02 with pseudo-sequence HLA-A02:02. The binding affinity (normalized) is 0.174. (7) The peptide sequence is CRAPRKKGC. The MHC is HLA-B40:01 with pseudo-sequence HLA-B40:01. The binding affinity (normalized) is 0.